This data is from Full USPTO retrosynthesis dataset with 1.9M reactions from patents (1976-2016). The task is: Predict the reactants needed to synthesize the given product. (1) Given the product [F:13][C:10]([F:11])([F:12])[C:9]1[CH:8]=[CH:7][N:6]=[CH:5][C:4]=1[C:3]1[N:14]=[C:18]([C:17]2[CH:20]=[CH:21][CH:22]=[CH:23][C:16]=2[OH:15])[NH:1][N:2]=1, predict the reactants needed to synthesize it. The reactants are: [NH2:1][NH:2][C:3](=[NH:14])[C:4]1[C:9]([C:10]([F:13])([F:12])[F:11])=[CH:8][CH:7]=[N:6][CH:5]=1.[OH:15][C:16]1[CH:23]=[CH:22][CH:21]=[CH:20][C:17]=1[CH:18]=O. (2) Given the product [CH3:1][O:2][C:3]1[CH:4]=[CH:5][C:6]([NH:9][C:10]2[N:11]=[N:12][C:13]([CH:16]([NH:18][C:19](=[O:20])[CH2:21][C:25]3[CH:24]=[CH:23][CH:29]=[CH:27][CH:28]=3)[CH3:17])=[CH:14][N:15]=2)=[CH:7][CH:8]=1, predict the reactants needed to synthesize it. The reactants are: [CH3:1][O:2][C:3]1[CH:8]=[CH:7][C:6]([NH:9][C:10]2[N:11]=[N:12][C:13]([CH:16]([NH:18][C:19]([C:21]3O[CH:23]=[CH:24][CH:25]=3)=[O:20])[CH3:17])=[CH:14][N:15]=2)=[CH:5][CH:4]=1.N[CH:27]([C:29]1N=NC(NC2C=CC(OC)=CC=2)=NC=1)[CH3:28].C1(CC(Cl)=O)C=CC=CC=1. (3) Given the product [CH3:25][O:24][C:20]1[C:19]2[CH:15]([NH:14][C:11]3[O:12][CH2:13][C:8]4[CH:7]=[C:6]([NH:5][C:3](=[O:4])[CH2:2][N:28]5[CH2:33][CH2:32][O:31][CH2:30][CH2:29]5)[CH:27]=[CH:26][C:9]=4[N:10]=3)[CH2:16][O:17][C:18]=2[CH:23]=[CH:22][CH:21]=1, predict the reactants needed to synthesize it. The reactants are: Cl[CH2:2][C:3]([NH:5][C:6]1[CH:27]=[CH:26][C:9]2[N:10]=[C:11]([NH:14][CH:15]3[C:19]4[C:20]([O:24][CH3:25])=[CH:21][CH:22]=[CH:23][C:18]=4[O:17][CH2:16]3)[O:12][CH2:13][C:8]=2[CH:7]=1)=[O:4].[NH:28]1[CH2:33][CH2:32][O:31][CH2:30][CH2:29]1. (4) Given the product [F:1][C:2]1[CH:29]=[C:28]([F:30])[CH:27]=[CH:26][C:3]=1[CH2:4][NH:5][C:6]([C:8]1([CH2:21][CH2:22][CH2:23][CH2:24][N:34]2[CH2:35][CH2:36][N:31]([C:37]3[CH:46]=[CH:45][C:44]4[C:39](=[CH:40][CH:41]=[CH:42][CH:43]=4)[N:38]=3)[CH2:32][CH2:33]2)[C:20]2[CH:19]=[CH:18][CH:17]=[CH:16][C:15]=2[C:14]2[C:9]1=[CH:10][CH:11]=[CH:12][CH:13]=2)=[O:7], predict the reactants needed to synthesize it. The reactants are: [F:1][C:2]1[CH:29]=[C:28]([F:30])[CH:27]=[CH:26][C:3]=1[CH2:4][NH:5][C:6]([C:8]1([CH2:21][CH2:22][CH2:23][CH2:24]Br)[C:20]2[CH:19]=[CH:18][CH:17]=[CH:16][C:15]=2[C:14]2[C:9]1=[CH:10][CH:11]=[CH:12][CH:13]=2)=[O:7].[N:31]1([C:37]2[CH:46]=[CH:45][C:44]3[C:39](=[CH:40][CH:41]=[CH:42][CH:43]=3)[N:38]=2)[CH2:36][CH2:35][NH:34][CH2:33][CH2:32]1. (5) Given the product [CH2:1]([O:8][C:9]([NH:11][C@@H:12]([CH2:19][CH:20]1[CH2:21][CH2:22]1)[CH:13]([OH:18])[C:14]([OH:16])=[O:15])=[O:10])[C:2]1[CH:3]=[CH:4][CH:5]=[CH:6][CH:7]=1, predict the reactants needed to synthesize it. The reactants are: [CH2:1]([O:8][C:9]([NH:11][C@@H:12]([CH2:19][CH:20]1[CH2:22][CH2:21]1)[CH:13]([OH:18])[C:14]([O:16]C)=[O:15])=[O:10])[C:2]1[CH:7]=[CH:6][CH:5]=[CH:4][CH:3]=1.[Li+].[OH-].Cl. (6) The reactants are: [CH3:1][O:2][C:3]1[CH:4]=[C:5]2[C:10](=[CH:11][CH:12]=1)[C:9]([C:13]([O:15][CH3:16])=[O:14])=[CH:8][CH:7]=[CH:6]2.[B-](F)(F)(F)[F:18].[B-](F)(F)(F)F.C1[N+]2(CCl)CC[N+](F)(CC2)C1. Given the product [F:18][C:4]1[C:3]([O:2][CH3:1])=[CH:12][CH:11]=[C:10]2[C:5]=1[CH:6]=[CH:7][CH:8]=[C:9]2[C:13]([O:15][CH3:16])=[O:14], predict the reactants needed to synthesize it. (7) Given the product [Br:1][C:2]1[CH:3]=[C:4]([CH2:9][CH2:10][C:11](=[O:12])[C:13]2[S:14][C:15]([C:18]3[CH:23]=[CH:22][C:21]([C:24]([F:27])([F:25])[F:26])=[CH:20][CH:19]=3)=[CH:16][CH:17]=2)[CH:5]=[CH:6][C:7]=1[O:8][CH2:29][C:30]([O:32][C:33]([CH3:36])([CH3:35])[CH3:34])=[O:31], predict the reactants needed to synthesize it. The reactants are: [Br:1][C:2]1[CH:3]=[C:4]([CH2:9][CH2:10][C:11]([C:13]2[S:14][C:15]([C:18]3[CH:23]=[CH:22][C:21]([C:24]([F:27])([F:26])[F:25])=[CH:20][CH:19]=3)=[CH:16][CH:17]=2)=[O:12])[CH:5]=[CH:6][C:7]=1[OH:8].Br[CH2:29][C:30]([O:32][C:33]([CH3:36])([CH3:35])[CH3:34])=[O:31].